This data is from Drug half-life prediction data from Obach et al.. The task is: Regression/Classification. Given a drug SMILES string, predict its absorption, distribution, metabolism, or excretion properties. Task type varies by dataset: regression for continuous measurements (e.g., permeability, clearance, half-life) or binary classification for categorical outcomes (e.g., BBB penetration, CYP inhibition). For this dataset (half_life_obach), we predict log10(half-life) (log10 of half-life in hours). (1) The compound is CCN1CCC[C@H]1CNC(=O)c1c(OC)ccc(Br)c1OC. The log10(half-life) is 0.740. (2) The drug is O=C(O[C@@H]1C[C@@H]2C[C@H]3C[C@H](C1)N2CC3=O)c1c[nH]c2ccccc12. The log10(half-life) is -0.890. (3) The drug is CN1CCN(CCCCN2C(=O)CN(/N=C/c3ccc(-c4ccc(Cl)cc4)o3)C2=O)CC1. The log10(half-life) is 1.90. (4) The drug is Nc1nc(Cl)nc2c1ncn2[C@H]1C[C@H](O)[C@@H](CO)O1. The log10(half-life) is 1.20. (5) The molecule is COc1ccc(C(CN(C)C)C2(O)CCCCC2)cc1. The log10(half-life) is 0.700. (6) The drug is CCOC(=O)[C@@H]1C2CCC(C[C@@H]1OC(=O)c1ccccc1)N2C. The log10(half-life) is 0.180. (7) The drug is CN(C)C(=O)CCS[C@H](SCCC(=O)O)c1cccc(/C=C/c2ccc3ccc(Cl)cc3n2)c1. The log10(half-life) is 0.360. (8) The log10(half-life) is 1.32. The molecule is O=C1CN=C(c2ccccn2)c2cc(Br)ccc2N1. (9) The molecule is CO[C@@]12CC[C@@]3(C[C@@H]1[C@](C)(O)C(C)(C)C)[C@H]1Cc4ccc(O)c5c4[C@@]3(CCN1CC1CC1)[C@H]2O5. The log10(half-life) is 0.510.